Dataset: Reaction yield outcomes from USPTO patents with 853,638 reactions. Task: Predict the reaction yield, written as a fraction of the theoretical maximum amount of product (1.0 means a 100% yield; for example, 0.34 means a 34% yield). The product is [OH:8][C@@H:1]([C:2]1[CH:3]=[CH:4][CH:5]=[CH:6][CH:7]=1)[C@@H:9]1[CH2:14][CH2:13][CH2:12][N:11]([C:15]([O:17][C:18]([CH3:19])([CH3:20])[CH3:21])=[O:16])[CH2:10]1. The reactants are [C:1]([C@@H:9]1[CH2:14][CH2:13][CH2:12][N:11]([C:15]([O:17][C:18]([CH3:21])([CH3:20])[CH3:19])=[O:16])[CH2:10]1)(=[O:8])[C:2]1[CH:7]=[CH:6][CH:5]=[CH:4][CH:3]=1.B1(C)OC(C2C=CC=CC=2)(C2C=CC=CC=2)[C@@H]2N1CCC2.[B]1OC2C(=CC=CC=2)O1.O. The catalyst is CCOCC. The yield is 0.430.